From a dataset of Reaction yield outcomes from USPTO patents with 853,638 reactions. Predict the reaction yield, written as a fraction of the theoretical maximum amount of product (1.0 means a 100% yield; for example, 0.34 means a 34% yield). (1) The reactants are [F:1][C:2]1[C:3]([NH2:9])=[N:4][C:5](=[O:8])[NH:6][CH:7]=1.C(=O)([O-])[O-].[K+].[K+].Br[CH2:17][C:18]([O:20][CH2:21][CH3:22])=[O:19]. The catalyst is CN(C)C=O. The product is [NH2:9][C:3]1[C:2]([F:1])=[CH:7][N:6]([CH2:17][C:18]([O:20][CH2:21][CH3:22])=[O:19])[C:5](=[O:8])[N:4]=1. The yield is 0.390. (2) The reactants are [F:1][CH:2]([F:21])[O:3][C:4]1[CH:20]=[CH:19][C:7]2[N:8]=[C:9]([NH:11][C:12]([N:14]3[CH:18]=[CH:17]N=C3)=S)[S:10][C:6]=2[CH:5]=1.C([N:24]([CH2:27]C)CC)C.C(N=C=NC(C)C)(C)C.[C:38]1(C)C=[CH:42][CH:41]=[CH:40][CH:39]=1.CN(C)C=[O:48]. No catalyst specified. The product is [F:21][CH:2]([F:1])[O:3][C:4]1[CH:20]=[CH:19][C:7]2[N:8]=[C:9]([NH:11][C:12]3[O:48][C@:17]4([CH2:18][N:14]=3)[CH:40]3[CH2:41][CH2:42][N:24]([CH2:38][CH2:39]3)[CH2:27]4)[S:10][C:6]=2[CH:5]=1. The yield is 0.555.